This data is from Reaction yield outcomes from USPTO patents with 853,638 reactions. The task is: Predict the reaction yield, written as a fraction of the theoretical maximum amount of product (1.0 means a 100% yield; for example, 0.34 means a 34% yield). (1) The reactants are CO[C:3](=[O:8])[C:4]([O:6][CH3:7])=[O:5].[CH3:9][C:10]1[CH:15]=[CH:14][C:13]([C:16](=[O:18])[CH3:17])=[CH:12][CH:11]=1. No catalyst specified. The product is [CH3:9][C:10]1[CH:15]=[CH:14][C:13]([C:16](=[O:18])[CH2:17][C:3](=[O:8])[C:4]([O:6][CH3:7])=[O:5])=[CH:12][CH:11]=1. The yield is 0.740. (2) The reactants are C[O:2][C:3]([C@H:5]1[CH2:10][CH2:9][C@H:8]([O:11][C:12]2[CH:17]=[CH:16][CH:15]=[CH:14][C:13]=2[CH3:18])[CH2:7][CH2:6]1)=O.O.[NH2:20][NH2:21]. The catalyst is C1(C)C=CC=CC=1. The product is [C:13]1([CH3:18])[CH:14]=[CH:15][CH:16]=[CH:17][C:12]=1[O:11][C@H:8]1[CH2:9][CH2:10][C@H:5]([C:3]([NH:20][NH2:21])=[O:2])[CH2:6][CH2:7]1. The yield is 0.810.